From a dataset of Forward reaction prediction with 1.9M reactions from USPTO patents (1976-2016). Predict the product of the given reaction. (1) Given the reactants [H-].[Na+].Br[CH2:4][CH2:5][CH2:6][CH2:7][CH2:8][C:9]([CH3:16])([CH3:15])[C:10]([O:12][CH2:13][CH3:14])=[O:11].[N+:17]([CH:19]([S:24]([C:27]1[CH:32]=[CH:31][C:30]([CH3:33])=[CH:29][CH:28]=1)(=[O:26])=[O:25])[CH2:20][CH2:21][CH2:22][CH3:23])#[C-:18].O, predict the reaction product. The product is: [CH2:13]([O:12][C:10](=[O:11])[C:9]([CH3:16])([CH3:15])[CH2:8][CH2:7][CH2:6][CH2:5][CH2:4][C:19]([N+:17]#[C-:18])([S:24]([C:27]1[CH:28]=[CH:29][C:30]([CH3:33])=[CH:31][CH:32]=1)(=[O:26])=[O:25])[CH2:20][CH2:21][CH2:22][CH3:23])[CH3:14]. (2) Given the reactants [OH:1][C:2]1[CH:7]=[CH:6][C:5]([OH:8])=[CH:4][C:3]=1[C:9](=O)[CH3:10].Cl.[NH2:13][OH:14].C(OCC)(=O)C.O, predict the reaction product. The product is: [OH:1][C:2]1[CH:7]=[CH:6][C:5]([OH:8])=[CH:4][C:3]=1[C:9](=[N:13][OH:14])[CH3:10]. (3) Given the reactants [NH2:1][CH2:2][C:3]1[CH:4]=[C:5]2[C:9](=[CH:10][CH:11]=1)[C:8](=[O:12])[N:7]([CH:13]1[CH2:18][CH2:17][C:16](=[O:19])[NH:15][C:14]1=[O:20])[CH2:6]2.S(O)(=O)(=O)C.[Cl:26][C:27]1[CH:28]=[CH:29][C:30]([O:39][CH3:40])=[C:31]([C:33]([F:38])([F:37])[C:34](O)=[O:35])[CH:32]=1.C(N(C(C)C)CC)(C)C.F[P-](F)(F)(F)(F)F.CN(C(N(C)C)=[N+]1C2C(=NC=CC=2)[N+]([O-])=N1)C, predict the reaction product. The product is: [Cl:26][C:27]1[CH:28]=[CH:29][C:30]([O:39][CH3:40])=[C:31]([C:33]([F:38])([F:37])[C:34]([NH:1][CH2:2][C:3]2[CH:4]=[C:5]3[C:9](=[CH:10][CH:11]=2)[C:8](=[O:12])[N:7]([CH:13]2[CH2:18][CH2:17][C:16](=[O:19])[NH:15][C:14]2=[O:20])[CH2:6]3)=[O:35])[CH:32]=1. (4) Given the reactants [N:1]([CH:4]([C:6]1[N:7]=[C:8]2[S:20][CH:19]=[C:18]([CH3:21])[N:9]2[C:10](=[O:17])[C:11]=1[C:12]1[N:13]=[CH:14][S:15][CH:16]=1)[CH3:5])=[N+]=[N-].CP(C)C.C(OCC)(=O)C, predict the reaction product. The product is: [NH2:1][CH:4]([C:6]1[N:7]=[C:8]2[S:20][CH:19]=[C:18]([CH3:21])[N:9]2[C:10](=[O:17])[C:11]=1[C:12]1[N:13]=[CH:14][S:15][CH:16]=1)[CH3:5]. (5) Given the reactants [CH:1]1([CH2:6][CH:7]([C:18]2[NH:31][C:21]3=[N:22][CH:23]=[C:24]([CH2:26][CH:27]([OH:30])CO)[CH:25]=[C:20]3[CH:19]=2)[C:8]2[CH:13]=[CH:12][C:11]([S:14]([CH3:17])(=[O:16])=[O:15])=[CH:10][CH:9]=2)[CH2:5][CH2:4][CH2:3][CH2:2]1.I([O-])(=O)(=O)=O.[Na+], predict the reaction product. The product is: [CH:1]1([CH2:6][CH:7]([C:18]2[NH:31][C:21]3=[N:22][CH:23]=[C:24]([CH2:26][CH:27]=[O:30])[CH:25]=[C:20]3[CH:19]=2)[C:8]2[CH:13]=[CH:12][C:11]([S:14]([CH3:17])(=[O:16])=[O:15])=[CH:10][CH:9]=2)[CH2:5][CH2:4][CH2:3][CH2:2]1.